This data is from Full USPTO retrosynthesis dataset with 1.9M reactions from patents (1976-2016). The task is: Predict the reactants needed to synthesize the given product. The reactants are: [C:1]([C:5]1[N:6]=[C:7]([N:16]2[CH2:20][CH2:19][C:18]([F:22])([F:21])[CH2:17]2)[C:8]2[C:9](=[N:11][N:12]([CH2:14][CH3:15])[N:13]=2)[N:10]=1)([CH3:4])([CH3:3])[CH3:2].C(C1N=C(N2CCC(F)(F)C2)C2N=NNC=2N=1)(C)(C)C.BrCC[C:46]1[CH:51]=[CH:50][CH:49]=[CH:48][CH:47]=1. Given the product [C:1]([C:5]1[N:6]=[C:7]([N:16]2[CH2:20][CH2:19][C:18]([F:21])([F:22])[CH2:17]2)[C:8]2[C:9](=[N:11][N:12]([CH2:14][CH2:15][C:46]3[CH:51]=[CH:50][CH:49]=[CH:48][CH:47]=3)[N:13]=2)[N:10]=1)([CH3:2])([CH3:3])[CH3:4], predict the reactants needed to synthesize it.